Dataset: Reaction yield outcomes from USPTO patents with 853,638 reactions. Task: Predict the reaction yield, written as a fraction of the theoretical maximum amount of product (1.0 means a 100% yield; for example, 0.34 means a 34% yield). (1) The reactants are [F:1][C:2]1[CH:7]=[CH:6][CH:5]=[C:4]([F:8])[C:3]=1[N:9]1[C:14]([CH3:15])=[CH:13][C:12](O)=[CH:11][C:10]1=[O:17].[F:18][C:19]1[CH:26]=[C:25]([F:27])[CH:24]=[CH:23][C:20]=1[CH2:21][NH2:22].[Cl:28]N1C(=O)CCC1=O.C([O-])(O)=O.[Na+]. The catalyst is C(Cl)Cl. The product is [Cl:28][C:11]1[C:10](=[O:17])[N:9]([C:3]2[C:2]([F:1])=[CH:7][CH:6]=[CH:5][C:4]=2[F:8])[C:14]([CH3:15])=[CH:13][C:12]=1[NH:22][CH2:21][C:20]1[CH:23]=[CH:24][C:25]([F:27])=[CH:26][C:19]=1[F:18]. The yield is 0.0600. (2) The reactants are [CH2:1]([C:5]1[O:14][C:8]2=[N:9][C:10](=[O:13])[NH:11][CH:12]=[C:7]2[CH:6]=1)[CH2:2][CH2:3][CH3:4].C(=O)([O-])[O-].[K+].[K+].[CH:21]1(Br)[CH2:25][CH2:24][CH2:23][CH2:22]1. The catalyst is CN(C=O)C. The product is [CH2:1]([C:5]1[O:14][C:8]2=[N:9][C:10](=[O:13])[N:11]([CH:21]3[CH2:25][CH2:24][CH2:23][CH2:22]3)[CH:12]=[C:7]2[CH:6]=1)[CH2:2][CH2:3][CH3:4]. The yield is 0.100. (3) The reactants are [CH3:1][O:2][C:3](=[O:29])[NH:4][CH:5]([C:9]([N:11]1[CH2:15][CH2:14][CH2:13][CH:12]1[C:16]1[NH:17][C:18]([C:21]2[CH:26]=[CH:25][C:24]([C:27]#[CH:28])=[CH:23][CH:22]=2)=[CH:19][N:20]=1)=[O:10])[CH:6]([CH3:8])[CH3:7].[C:30]([O:34][C:35]([N:37]1[CH:42]([C:43]2[NH:44][C:45]([C:48]3[CH:53]=[CH:52][C:51](Br)=[CH:50][CH:49]=3)=[CH:46][N:47]=2)[CH:41]2[CH2:55][CH:38]1[CH2:39][CH2:40]2)=[O:36])([CH3:33])([CH3:32])[CH3:31].C(N(CC)CC)C.N#N. The catalyst is CN(C=O)C.C1C=CC([P]([Pd]([P](C2C=CC=CC=2)(C2C=CC=CC=2)C2C=CC=CC=2)([P](C2C=CC=CC=2)(C2C=CC=CC=2)C2C=CC=CC=2)[P](C2C=CC=CC=2)(C2C=CC=CC=2)C2C=CC=CC=2)(C2C=CC=CC=2)C2C=CC=CC=2)=CC=1.[Cu]I.CO.CCOC(C)=O. The product is [C:30]([O:34][C:35]([N:37]1[CH:42]([C:43]2[NH:44][C:45]([C:48]3[CH:53]=[CH:52][C:51]([C:28]#[C:27][C:24]4[CH:25]=[CH:26][C:21]([C:18]5[NH:17][C:16]([CH:12]6[CH2:13][CH2:14][CH2:15][N:11]6[C:9](=[O:10])[CH:5]([NH:4][C:3]([O:2][CH3:1])=[O:29])[CH:6]([CH3:8])[CH3:7])=[N:20][CH:19]=5)=[CH:22][CH:23]=4)=[CH:50][CH:49]=3)=[CH:46][N:47]=2)[CH:41]2[CH2:55][CH:38]1[CH2:39][CH2:40]2)=[O:36])([CH3:33])([CH3:31])[CH3:32]. The yield is 0.540. (4) The catalyst is O. The product is [C:1]([OH:6])(=[O:5])[C:2]([CH3:4])=[CH2:3].[Br:15][C:16]([F:25])([F:26])[C:17]([F:23])([F:24])[CH2:18][CH2:19][CH2:20][CH3:21]. The reactants are [C:1]([O:6]C(=O)C(C)=C)(=[O:5])[C:2]([CH3:4])=[CH2:3].C(#N)C.[Br:15][C:16]([F:26])([F:25])[C:17]([F:24])([F:23])[CH2:18][CH2:19][CH2:20][CH2:21]O.C(N(CC)CC)C. The yield is 0.900. (5) The reactants are C([N:20]1[CH:24]=[C:23]([C:25]2[C:26]([NH2:32])=[N:27][C:28]([NH2:31])=[CH:29][CH:30]=2)[CH:22]=[N:21]1)(C1C=CC=CC=1)(C1C=CC=CC=1)C1C=CC=CC=1.FC(F)(F)C(O)=O. The catalyst is C(Cl)Cl. The product is [NH:20]1[CH:24]=[C:23]([C:25]2[C:26]([NH2:32])=[N:27][C:28]([NH2:31])=[CH:29][CH:30]=2)[CH:22]=[N:21]1. The yield is 0.600. (6) The reactants are [Cl:1][C:2]1[CH:7]=[CH:6][CH:5]=[CH:4][C:3]=1/[CH:8]=[CH:9]/[CH3:10].CC[C@H]1[C@H]2C[C@H]([C@H](OC3C4C(=CC=CC=4)C(O[C@H](C4C=CN=C5C=4C=C(OC)C=C5)[C@@H]4N5C[C@H](CC)[C@@H](CC5)C4)=NN=3)C3C=CN=C4C=3C=C([O:32]C)C=C4)N(CC2)C1.CC(O)(C)C.[OH2:74]. No catalyst specified. The product is [Cl:1][C:2]1[CH:7]=[CH:6][CH:5]=[CH:4][C:3]=1[C@H:8]([OH:32])[C@@H:9]([OH:74])[CH3:10]. The yield is 0.900. (7) The reactants are Br[C:2]1[CH:7]=[CH:6][CH:5]=[C:4]([C:8]([F:11])([F:10])[F:9])[N:3]=1.C1(C)C=CC=CC=1.CC1(C)C(C)(C)OB([C:27]2[CH:28]=[N:29][N:30]([C:32]3[CH:33]=[N:34][CH:35]=[CH:36][CH:37]=3)[CH:31]=2)O1.C(=O)([O-])[O-].[Cs+].[Cs+]. The catalyst is O.C1C=CC(P(C2C=CC=CC=2)[C-]2C=CC=C2)=CC=1.C1C=CC(P(C2C=CC=CC=2)[C-]2C=CC=C2)=CC=1.Cl[Pd]Cl.[Fe+2].C(O)C. The product is [N:34]1[CH:35]=[CH:36][CH:37]=[C:32]([N:30]2[CH:31]=[C:27]([C:2]3[CH:7]=[CH:6][CH:5]=[C:4]([C:8]([F:11])([F:10])[F:9])[N:3]=3)[CH:28]=[N:29]2)[CH:33]=1. The yield is 0.383.